Dataset: Rat liver microsome stability data. Task: Regression/Classification. Given a drug SMILES string, predict its absorption, distribution, metabolism, or excretion properties. Task type varies by dataset: regression for continuous measurements (e.g., permeability, clearance, half-life) or binary classification for categorical outcomes (e.g., BBB penetration, CYP inhibition). Dataset: rlm. (1) The drug is Nc1cccc(C#Cc2cccc(C(=O)N3CCN(c4ccccn4)CC3)c2)c1. The result is 1 (stable in rat liver microsomes). (2) The compound is COc1ccc(N2Cc3cccc(C(=O)Nc4ccc(C(C)C)cc4)c3C2=O)cc1. The result is 0 (unstable in rat liver microsomes).